This data is from Experimentally validated miRNA-target interactions with 360,000+ pairs, plus equal number of negative samples. The task is: Binary Classification. Given a miRNA mature sequence and a target amino acid sequence, predict their likelihood of interaction. (1) The miRNA is mmu-miR-466f with sequence ACGUGUGUGUGCAUGUGCAUGU. The protein sequence of the target gene is MACILKRKSVIAVSFIAAFLFLLVVRLVNEVNFPLLLNCFGQPGTKWIPFSYTYRRPLRTHYGYINVKTQEPLQLDCDLCAIVSNSGQMVGQKVGNEIDRSSCIWRMNNAPTKGYEEDVGRMTMIRVVSHTSVPLLLKNPDYFFKEANTTIYVIWGPFRNMRKDGNGIVYNMLKKTVGIYPNAQIYVTTEKRMSYCDGVFKKETGKDRVQSGSYLSTGWFTFLLAMDACYGIHVYGMINDTYCKTEGYRKVPYHYYEQGRDECDEYFLHEHAPYGGHRFITEKKVFAKWAKKHRIIFTHP.... Result: 0 (no interaction). (2) The miRNA is hsa-miR-4450 with sequence UGGGGAUUUGGAGAAGUGGUGA. The protein sequence of the target gene is MDSREFRRRGKEMVDYIADYLDGIEGRPVYPDVEPGYLRPLIPATAPQEPETYEDIIKDIEKIIMPGVTHWHSPYFFAYFPTASSYPAMLADMLCGAIGCIGFSWAASPACTELETVMMDWLGKMLELPEAFLAGRAGEGGGVIQGSASEATLVALLAARTKVIRQLQAASPEFTQAAIMEKLVAYTSDQAHSSVERAGLIGGIKLKAVPSDGNFSMRASALREALERDKAAGLIPFFVVATLGTTSCCSFDNLLEVGPICNQEGVWLHIDAAYAGSAFICPEFRYLLNGVEFADSFNFN.... Result: 0 (no interaction). (3) The miRNA is hsa-miR-155-5p with sequence UUAAUGCUAAUCGUGAUAGGGGUU. The protein sequence of the target gene is MLSPEAERVLRYLVEVEELAEEVLADKRQIVDLDTKRNQNREGLRALQKDLSLSEDVMVCFGNMFIKMPHPETKEMIEKDQDHLDKEIEKLRKQLKVKVNRLFEAQGKPELKGFNLNPLNQDELKALKVILKG. Result: 0 (no interaction). (4) The miRNA is hsa-miR-374a-3p with sequence CUUAUCAGAUUGUAUUGUAAUU. The protein sequence of the target gene is MSSSGLNSEKVAALIQKLNSDPQFVLAQNVGTTHDLLDICLKRATVQRAQHVFQHAVPQEGKPITNQKSSGRCWIFSCLNVMRLPFMKKLNIEEFEFSQSYLFFWDKVERCYFFLSAFVDTAQRKEPEDGRLVQFLLMNPANDGGQWDMLVNIVEKYGVIPKKCFPESYTTEATRRMNDILNHKMREFCIRLRNLVHSGATKGEISATQDVMMEEIFRVVCICLGNPPETFTWEYRDKDKNYQKIGPITPLEFYREHVKPLFNMEDKICLVNDPRPQHKYNKLYTVEYLSNMVGGRKTLY.... Result: 1 (interaction). (5) The miRNA is mmu-miR-466p-3p with sequence AUACAUACACGCACACAUAAGA. The protein sequence of the target gene is MEAAPSRFMFLLFLLTCELAAEVAAEVEKSSDGPGAAQEPTWLTDVPAAMEFIAATEVAVIGFFQDLEIPAVPILHSMVQKFPGVSFGISTDSEVLTHYNITGNTICLFRLVDNEQLNLEDEDIESIDATKLSRFIEINSLHMVTEYNPVTVIGLFNSVIQIHLLLIMNKASPEYEENMHRYQKAAKLFQGKILFILVDSGMKENGKVISFFKLKESQLPALAIYQTLDDEWDTLPTAEVSVEHVQNFCDGFLSGKLLKENRESEGKTPKVEL. Result: 0 (no interaction). (6) The miRNA is hsa-miR-1233-5p with sequence AGUGGGAGGCCAGGGCACGGCA. The protein sequence of the target gene is MSQQRPARKLPSLLLDPTEETVRRRCRDPINVEGLLPSKIRINLEDNVQYVSMRKALKVKRPRFDVSLVYLTRKFMDLVRSAPGGILDLNKVATKLGVRKRRVYDITNVLDGIDLVEKKSKNHIRWIGSDLSNFGAVPQQKKLQEELSDLSAMEDALDELIKDCAQQLFELTDDKENERLAYVTYQDIHSIQAFHEQIVIAVKAPAETRLDVPAPREDSITVHIRSTNGPIDVYLCEVEQGQTSNKRSEGVGTSSSESTHPEGPEEEENPQQSEELLEVSN. Result: 1 (interaction). (7) The miRNA is mmu-miR-149-5p with sequence UCUGGCUCCGUGUCUUCACUCCC. The protein sequence of the target gene is MSRFLLPVSVVGTVIGGTVLLKDYVAGGACPSKATIPGKTVIVTGANTGIGKQTALELAKRGGNVILACRDMEKCEVAAKDIRGETLNPRVRAERLDLASLKSIREFARKVIKEEERVDILVNNAAVMRCPHWTTEDGFEMQFGVNYLGHFLLTNLLLDKLKASAPSRIINLSSLAHVAGHIDFEDLNWQMKKYDTKAAYCQSKLAVVLFTKELSHRLQGSGVTVNALHPGVARTELGRHTGMHNSAFSGFMLGPFFWLLFKSPQLAAQPSTYLAVAEELENVSGKYFDGLREKAPSPEA.... Result: 0 (no interaction). (8) The protein sequence of the target gene is MDGIVTEVAVGVKRGSDELLSGSVLSSPNSNMSGMVVTANGNDSKKFKGEDKMDGAPSRVLHIRKLPGEVTETEVIALGLPFGKVTNILMLKGKNQAFLELATEEAAITMVNYYSAVTPHLRNQPIYIQYSNHKELKTDNTLNQRAQVVLQAVTAVQTANTPLSGTTVSESAVTPAQSPVLRIIIDNMYYPVTLDVLHQIFSKFGAVLKIITFTKNNQFQALLQYGDPVNAQQAKLALDGQNIYNACCTLRIDFSKLVNLNVKYNNDKSRDYTRPDLPSGDGQPALDPAIAAAFAKETSL.... Result: 1 (interaction). The miRNA is mmu-miR-223-3p with sequence UGUCAGUUUGUCAAAUACCCCA. (9) The miRNA is hsa-miR-92a-3p with sequence UAUUGCACUUGUCCCGGCCUGU. Result: 1 (interaction). The protein sequence of the target gene is MITSELPVLQDSTNETTAHSDAGSELEETEVKGKRKRGRPGRPPSTNKKPRKSPGEKSRIEAGIRGAGRGRANGHPQQNGEGEPVTLFEVVKLGKSAMQSVVDDWIESYKQDRDIALLDLINFFIQCSGCRGTVRIEMFRNMQNAEIIRKMTEEFDEDSGDYPLTMPGPQWKKFRSNFCEFIGVLIRQCQYSIIYDEYMMDTVISLLTGLSDSQVRAFRHTSTLAAMKLMTALVNVALNLSIHQDNTQRQYEAERNKMIGKRANERLELLLQKRKELQENQDEIENMMNSIFKGIFVHRY....